From a dataset of Reaction yield outcomes from USPTO patents with 853,638 reactions. Predict the reaction yield, written as a fraction of the theoretical maximum amount of product (1.0 means a 100% yield; for example, 0.34 means a 34% yield). (1) The reactants are [Cl:1]Cl.[CH2:3]([N:5]1[CH:9]=[C:8]([CH3:10])[CH:7]=[N:6]1)[CH3:4].[OH-].[Na+]. The catalyst is ClCCCl. The product is [Cl:1][C:9]1[N:5]([CH2:3][CH3:4])[N:6]=[CH:7][C:8]=1[CH3:10]. The yield is 0.966. (2) The reactants are [CH3:1][O:2][C@H:3]1[CH2:8][CH2:7][C@H:6]([CH2:9][N:10]2[C:15](=[O:16])[CH2:14][NH:13][C:12]3[N:17]=[CH:18][C:19]([C:21]4[C:22]([CH3:30])=[CH:23][C:24]([C:27]([NH2:29])=[O:28])=[N:25][CH:26]=4)=[N:20][C:11]2=3)[CH2:5][CH2:4]1.C(O[CH:37](OCC(C)(C)C)[N:38]([CH3:40])[CH3:39])C(C)(C)C. The catalyst is O1CCCC1. The product is [CH3:37][N:38](/[CH:40]=[N:29]\[C:27](=[O:28])[C:24]1[CH:23]=[C:22]([CH3:30])[C:21]([C:19]2[CH:18]=[N:17][C:12]3[NH:13][CH2:14][C:15](=[O:16])[N:10]([CH2:9][C@H:6]4[CH2:7][CH2:8][C@H:3]([O:2][CH3:1])[CH2:4][CH2:5]4)[C:11]=3[N:20]=2)=[CH:26][N:25]=1)[CH3:39]. The yield is 1.00. (3) The reactants are C[O:2][CH:3](OC)[CH2:4][N:5]1[C:9]2[C:10]([C:14]([O:16][CH3:17])=[O:15])=[CH:11][CH:12]=[CH:13][C:8]=2[N:7]=[C:6]1[CH:18](C)C.O.FC(F)(F)C(O)=O. The catalyst is C(Cl)Cl. The product is [CH3:18][C:6]1[N:5]([CH2:4][CH:3]=[O:2])[C:9]2[C:10]([C:14]([O:16][CH3:17])=[O:15])=[CH:11][CH:12]=[CH:13][C:8]=2[N:7]=1. The yield is 0.560. (4) The reactants are [F:1][C:2]1[CH:9]=[CH:8][C:5]([C:6]#[N:7])=[C:4]([N:10]2[CH2:15][CH2:14][CH2:13][CH2:12][S:11]2(=[O:17])=[O:16])[CH:3]=1.[ClH:18]. The catalyst is C(O)C.[Pd]. The product is [ClH:18].[F:1][C:2]1[CH:9]=[CH:8][C:5]([CH2:6][NH2:7])=[C:4]([N:10]2[CH2:15][CH2:14][CH2:13][CH2:12][S:11]2(=[O:16])=[O:17])[CH:3]=1. The yield is 1.00. (5) The reactants are [CH2:1](Cl)[CH2:2][CH2:3][CH2:4][C:5]#[C:6]/[CH:7]=[CH:8]\[CH2:9][CH3:10].[C:12]([O-:15])(=[O:14])[CH3:13].[Na+].CN(C)C(=O)C. The catalyst is [I-].[Na+].O. The product is [C:12]([O:15][CH2:1][CH2:2][CH2:3][CH2:4][C:5]#[C:6]/[CH:7]=[CH:8]\[CH2:9][CH3:10])(=[O:14])[CH3:13]. The yield is 0.934. (6) The reactants are Cl[C:2]1[N:7]=[C:6]([CH3:8])[C:5]([C:9]([O:11][CH3:12])=[O:10])=[C:4]([NH:13][C:14]2[CH:15]=[C:16]([CH3:20])[CH:17]=[CH:18][CH:19]=2)[N:3]=1.[CH2:21]([NH:24][C:25](=[O:31])[O:26][C:27]([CH3:30])([CH3:29])[CH3:28])[C:22]#[CH:23].C(N(CC)CC)C. The catalyst is CC(N(C)C)=O.C1C=CC([P]([Pd]([P](C2C=CC=CC=2)(C2C=CC=CC=2)C2C=CC=CC=2)([P](C2C=CC=CC=2)(C2C=CC=CC=2)C2C=CC=CC=2)[P](C2C=CC=CC=2)(C2C=CC=CC=2)C2C=CC=CC=2)(C2C=CC=CC=2)C2C=CC=CC=2)=CC=1.[Cu]I. The product is [C:27]([O:26][C:25]([NH:24][CH2:21][C:22]#[C:23][C:2]1[N:7]=[C:6]([CH3:8])[C:5]([C:9]([O:11][CH3:12])=[O:10])=[C:4]([NH:13][C:14]2[CH:15]=[C:16]([CH3:20])[CH:17]=[CH:18][CH:19]=2)[N:3]=1)=[O:31])([CH3:30])([CH3:29])[CH3:28]. The yield is 0.340. (7) The reactants are [NH2:1][C:2]1[C:7]([CH3:8])=[C:6]([C:9]2[CH:14]=[CH:13][C:12]([Si](C)(C)C)=[CH:11][CH:10]=2)[N:5]=[C:4]([C:19]([O:21][CH3:22])=[O:20])[C:3]=1[Cl:23].C(=O)([O-])[O-].[K+].[K+].[Br:30]Br. The catalyst is ClCCCl. The product is [NH2:1][C:2]1[C:7]([CH3:8])=[C:6]([C:9]2[CH:14]=[CH:13][C:12]([Br:30])=[CH:11][CH:10]=2)[N:5]=[C:4]([C:19]([O:21][CH3:22])=[O:20])[C:3]=1[Cl:23]. The yield is 0.450. (8) The reactants are C(N(CC)CC)C.Cl.[CH3:9][C:10](=[CH2:17])[C:11]([O:13][CH2:14][CH2:15][NH2:16])=[O:12].[F:18][C:19]([F:25])([F:24])[S:20](Cl)(=[O:22])=[O:21]. The catalyst is C1C2NC3C(=CC=CC=3)SC=2C=CC=1.C(#N)C. The product is [CH3:17][C:10](=[CH2:9])[C:11]([O:13][CH2:14][CH2:15][NH:16][S:20]([C:19]([F:25])([F:24])[F:18])(=[O:22])=[O:21])=[O:12]. The yield is 0.186. (9) The reactants are [C:1]([CH2:3]P(=O)(OCC)OCC)#[N:2].CC(C)([O-])C.[K+].[CH2:18]([O:20][CH:21]([O:29][CH2:30][CH3:31])[C:22]1[S:26][CH:25]=[C:24]([CH:27]=O)[CH:23]=1)[CH3:19]. The catalyst is C1COCC1. The product is [CH2:18]([O:20][CH:21]([O:29][CH2:30][CH3:31])[C:22]1[S:26][CH:25]=[C:24](/[CH:27]=[CH:3]/[C:1]#[N:2])[CH:23]=1)[CH3:19]. The yield is 0.849.